This data is from Drug-target binding data from BindingDB using IC50 measurements. The task is: Regression. Given a target protein amino acid sequence and a drug SMILES string, predict the binding affinity score between them. We predict pIC50 (pIC50 = -log10(IC50 in M); higher means more potent). Dataset: bindingdb_ic50. (1) The small molecule is CCCCCCc1ccc(Oc2ccc([N+](=O)[O-])cc2)c(O)c1. The target protein sequence is MIIKPRVRGFICVTAHPTGCEANVKKQIDYVTTEGPIANGPKRVLVIGASTGYGLAARITAAFGCGADTLGVFFERPGEEGKPGTSGWYNSAAFHKFAAQKGLYAKSINGDAFSDEIKQLTIDAIKQDLGQVDQVIYSLASPRRTHPKTGEVFNSALKPIGNAVNLRGLDTDKEVIKESVLQPATQSEIDSTVAVMGGEDWQMWIDALLDAGVLAEGAQTTAFTYLGEKITHDIYWNGSIGAAKKDLDQKVLAIRESLAAHGGGDARVSVLKAVVSQASSAIPMMPLYLSLLFKVMKEKGTHEGCIEQVYSLYKDSLCGDSPHMDQEGRLRADYKELDPEVQNQVQQLWDQVTNDNIYQLTDFVGYKSEFLNLFGFGIDGVDYDADVNPDVKIPNLIQG. The pIC50 is 5.3. (2) The small molecule is CCCCNOS(=O)(=O)N1C(=O)[C@@H](NC(=O)COc2ccc(Cl)cc2)CS1(=O)=O. The target protein sequence is MAKQKIKIKKNKIGAVLLVGLFGLLFFILVLRISYIMITGHSNGQDLVMKANEKYLVKNAQQPERGKIYDRNGKVLAEDVERYKLVAVIDKKASANSKKPRHVVDKKETAKKLSTVINMKPEEIEKRLSQKKAFQIEFGRKGTNLTYQDKLKIEKMNLPGISLLPETERFYPNGNFASHLIGRAQKNPDTGELKGALGVEKIFDSYLSGSKGSLRYIHDIWGYIAPNTKKEKQPKRGDDVHLTIDSNIQVFVEEALDGMVERYQPKDLFAVVMDAKTGEILAYSQRPTFNPETGKDFGKKWANDLYQNTYEPGSTFKSYGLAAAIQEGAFDPDKKYKSGHRDIMGSRISDWNRVGWGEIPMSLGFTYSSNTLMMHLQDLVGADKMKSWYERFGFGKSTKGMFDGEAPGQIGWSNELQQKTSSFGQSTTVTPVQMLQAQSAFFNDGNMLKPWFVNSVENPVSKRQFYKGQKQIAGKPITKDTAEKVEKQLDLVVNSKKSHA.... The pIC50 is 3.3. (3) The drug is c1ccc(C(n2ccc3ccccc32)n2ccc3ccccc32)cc1. The target protein (P00698) has sequence MRSLLILVLCFLPLAALGKVFGRCELAAAMKRHGLDNYRGYSLGNWVCAAKFESNFNTQATNRNTDGSTDYGILQINSRWWCNDGRTPGSRNLCNIPCSALLSSDITASVNCAKKIVSDGNGMNAWVAWRNRCKGTDVQAWIRGCRL. The pIC50 is 4.9. (4) The small molecule is CC(C)Nc1cc(-n2nc(C(F)(F)F)c3c(-n4cnc(-c5cccnc5)c4)ccnc32)ccc1C(N)=O. The target protein (P07900) has sequence MPEETQTQDQPMEEEEVETFAFQAEIAQLMSLIINTFYSNKEIFLRELISNSSDALDKIRYESLTDPSKLDSGKELHINLIPNKQDRTLTIVDTGIGMTKADLINNLGTIAKSGTKAFMEALQAGADISMIGQFGVGFYSAYLVAEKVTVITKHNDDEQYAWESSAGGSFTVRTDTGEPMGRGTKVILHLKEDQTEYLEERRIKEIVKKHSQFIGYPITLFVEKERDKEVSDDEAEEKEDKEEEKEKEEKESEDKPEIEDVGSDEEEEKKDGDKKKKKKIKEKYIDQEELNKTKPIWTRNPDDITNEEYGEFYKSLTNDWEDHLAVKHFSVEGQLEFRALLFVPRRAPFDLFENRKKKNNIKLYVRRVFIMDNCEELIPEYLNFIRGVVDSEDLPLNISREMLQQSKILKVIRKNLVKKCLELFTELAEDKENYKKFYEQFSKNIKLGIHEDSQNRKKLSELLRYYTSASGDEMVSLKDYCTRMKENQKHIYYITGETKD.... The pIC50 is 6.4. (5) The small molecule is CCO[C@@H](Cc1ccc(OC[C@@H](O)c2cccc(CO)c2)cc1)C(=O)N(C)OC. The target is CKENALLRYLLDKDD. The pIC50 is 4.6. (6) The drug is C[C@@H]1SCC[C@H](NC(=O)[C@@H](S)Cc2ccccc2)C(=O)N1CC(=O)O. The target protein (P47820) has sequence MGAASGQRGRWPLSPPLLMLSLLLLLLLPPSPAPALDPGLQPGNFSADEAGAQLFADSYNSSAEVVMFQSTAASWAHDTNITEENARLQEEAALINQEFAEVWGKKAKELYESIWQNFTDQKLRRIIGSVQTLGPANLPLTQRLQYNSLLSNMSRIYSTGKVCFPNKTATCWSLDPELTNILASSRNYAKVLFAWEGWHDAVGIPLRPLYQDFTALSNEAYRQDGFSDTGAYWRSWYESPSFEESLEHLYHQVEPLYLNLHAFVRRALHRRYGDKYINLRGPIPAHLLGDMWAQSWENIYDMVVPFPDKPNLDVTSTMVQKGWNATHMFRVAEEFFTSLGLSPMPPEFWAESMLEKPADGREVVCHASAWDFYNRKDFRIKQCTRVTMDQLSTVHHEMGHVQYYLQYKDLHVSLRRGANPGFHEAIGDVLALSVSTPAHLHKIGLLDRVANDIESDINYLLKMALEKIAFLPFGYLVDQWRWGVFSGRTPPSRYNYDWWY.... The pIC50 is 7.9.